Dataset: Catalyst prediction with 721,799 reactions and 888 catalyst types from USPTO. Task: Predict which catalyst facilitates the given reaction. (1) Reactant: [CH:1]#[C:2][CH2:3][CH2:4][OH:5].[Si:6](Cl)([C:9]([CH3:12])([CH3:11])[CH3:10])([CH3:8])[CH3:7].C(N(CC)CC)C. Product: [C:9]([Si:6]([O:5][CH2:4][CH2:3][C:2]#[CH:1])([CH3:8])[CH3:7])([CH3:12])([CH3:11])[CH3:10]. The catalyst class is: 4. (2) Reactant: [OH:1][C@H:2]([C:16]1[CH:17]=[C:18]([CH3:22])[CH:19]=[CH:20][CH:21]=1)[C@@H:3]1[CH2:8][CH2:7][CH2:6][N:5]([C:9]([O:11][C:12]([CH3:15])([CH3:14])[CH3:13])=[O:10])[CH2:4]1.[H-].[Na+].Br[CH2:26][C:27]#[N:28]. Product: [C:27]([CH2:26][O:1][C@@H:2]([C:16]1[CH:17]=[C:18]([CH3:22])[CH:19]=[CH:20][CH:21]=1)[C@@H:3]1[CH2:8][CH2:7][CH2:6][N:5]([C:9]([O:11][C:12]([CH3:13])([CH3:14])[CH3:15])=[O:10])[CH2:4]1)#[N:28]. The catalyst class is: 23. (3) Reactant: N1C2C(=NC=CC=2)N([O:10][C:11]2[C:12]3[C:19]([CH3:20])=[C:18]([C:21]([O:23][CH3:24])=[O:22])[S:17][C:13]=3[N:14]=[CH:15][N:16]=2)N=1.[N+:25]([C:28]1[CH:29]=[C:30](B(O)O)[CH:31]=[CH:32][CH:33]=1)([O-:27])=[O:26].C([O-])([O-])=O.[Cs+].[Cs+]. Product: [CH3:20][C:19]1[C:12]2[C:11]([O:10][C:32]3[CH:31]=[CH:30][CH:29]=[C:28]([N+:25]([O-:27])=[O:26])[CH:33]=3)=[N:16][CH:15]=[N:14][C:13]=2[S:17][C:18]=1[C:21]([O:23][CH3:24])=[O:22]. The catalyst class is: 104. (4) Reactant: [CH:1]1([C:10]([O:12][CH3:13])=[O:11])[C:9]2[C:4](=[CH:5][CH:6]=[CH:7][CH:8]=2)[CH2:3][NH:2]1.[Cl:14][C:15]1[C:16]([O:28][CH2:29][O:30][CH3:31])=[CH:17][C:18]([O:24][CH2:25][O:26][CH3:27])=[C:19]([CH:23]=1)[C:20](O)=[O:21].CN1CCOCC1.Cl.CN(C)CCCN=C=NCC.ON1C2C=CC=CC=2N=N1. Product: [Cl:14][C:15]1[C:16]([O:28][CH2:29][O:30][CH3:31])=[CH:17][C:18]([O:24][CH2:25][O:26][CH3:27])=[C:19]([CH:23]=1)[C:20]([N:2]1[CH2:3][C:4]2[C:9](=[CH:8][CH:7]=[CH:6][CH:5]=2)[CH:1]1[C:10]([O:12][CH3:13])=[O:11])=[O:21]. The catalyst class is: 173. (5) Reactant: C[Si](C)(C)CCOC([N:8]1[CH2:13][CH2:12][CH:11]([C:14]2[CH:19]=[CH:18][CH:17]=[C:16]([CH2:20][NH:21][C:22]([O:24][C:25]([CH3:28])([CH3:27])[CH3:26])=[O:23])[CH:15]=2)[CH2:10][CH2:9]1)=O.[N+](CCCC)(CCCC)(CCCC)CCCC.[F-].C1COCC1. Product: [C:25]([O:24][C:22](=[O:23])[NH:21][CH2:20][C:16]1[CH:17]=[CH:18][CH:19]=[C:14]([CH:11]2[CH2:12][CH2:13][NH:8][CH2:9][CH2:10]2)[CH:15]=1)([CH3:28])([CH3:26])[CH3:27]. The catalyst class is: 1.